This data is from Full USPTO retrosynthesis dataset with 1.9M reactions from patents (1976-2016). The task is: Predict the reactants needed to synthesize the given product. (1) Given the product [OH:22][C:17]1([C:2]2[CH:10]=[CH:9][C:5]([C:6]([OH:8])=[O:7])=[CH:4][C:3]=2[CH3:11])[CH2:21][CH2:20][CH2:19][CH2:18]1, predict the reactants needed to synthesize it. The reactants are: Br[C:2]1[CH:10]=[CH:9][C:5]([C:6]([OH:8])=[O:7])=[CH:4][C:3]=1[CH3:11].C([Li])CCC.[C:17]1(=[O:22])[CH2:21][CH2:20][CH2:19][CH2:18]1. (2) The reactants are: [OH:1][CH:2]([CH2:15][OH:16])[CH2:3][C:4]1[C:5]([CH3:14])=[C:6]2[C:10](=[CH:11][CH:12]=1)[C:9](=[O:13])[O:8][CH2:7]2.N1C=CN=C1.[CH3:22][C:23]([Si:26](Cl)([CH3:28])[CH3:27])([CH3:25])[CH3:24]. Given the product [Si:26]([O:16][CH2:15][CH:2]([OH:1])[CH2:3][C:4]1[C:5]([CH3:14])=[C:6]2[C:10](=[CH:11][CH:12]=1)[C:9](=[O:13])[O:8][CH2:7]2)([C:23]([CH3:25])([CH3:24])[CH3:22])([CH3:28])[CH3:27], predict the reactants needed to synthesize it. (3) Given the product [CH2:44]([O:43][C:41](=[O:42])[NH:31][CH2:30][CH:21]1[CH2:20][C:19]2[C:18]3[C:26](=[CH:27][CH:28]=[C:16]([C:14](=[O:15])[NH:13][C:10]4[S:11][CH:12]=[C:8]([C:6](=[O:7])[NH:5][CH2:4][CH2:3][N:2]([CH3:32])[CH3:1])[N:9]=4)[CH:17]=3)[NH:25][C:24]=2[C:23](=[O:29])[NH:22]1)[CH3:45], predict the reactants needed to synthesize it. The reactants are: [CH3:1][N:2]([CH3:32])[CH2:3][CH2:4][NH:5][C:6]([C:8]1[N:9]=[C:10]([NH:13][C:14]([C:16]2[CH:17]=[C:18]3[C:26](=[CH:27][CH:28]=2)[NH:25][C:24]2[C:23](=[O:29])[NH:22][CH:21]([CH2:30][NH2:31])[CH2:20][C:19]3=2)=[O:15])[S:11][CH:12]=1)=[O:7].CCN(CC)CC.Cl[C:41]([O:43][CH2:44][CH3:45])=[O:42]. (4) Given the product [CH3:1][C:2]1[C:10]2[C:5](=[CH:6][CH:7]=[C:8]([C:11]3[S:17][C:16]([NH2:18])=[N:15][N:14]=3)[CH:9]=2)[NH:4][N:3]=1, predict the reactants needed to synthesize it. The reactants are: [CH3:1][C:2]1[C:10]2[C:5](=[CH:6][CH:7]=[C:8]([C:11](O)=O)[CH:9]=2)[NH:4][N:3]=1.[NH2:14][NH:15][C:16]([NH2:18])=[S:17].[OH-].[K+]. (5) Given the product [C:1]1([CH2:7][CH2:8][CH2:9][CH2:10][CH2:11][CH2:12][CH2:13][CH2:14][NH:15][C:24](=[O:23])[C:25]2[CH:30]=[C:29]([C:31]3[CH:32]=[C:33]([CH3:38])[CH:34]=[C:35]([CH3:37])[CH:36]=3)[C:28]([O:39][CH2:40][CH2:41][OH:42])=[C:27]([C:43]3[CH:44]=[C:45]([CH3:50])[CH:46]=[C:47]([CH3:49])[CH:48]=3)[CH:26]=2)[CH:6]=[CH:5][CH:4]=[CH:3][CH:2]=1, predict the reactants needed to synthesize it. The reactants are: [C:1]1([CH2:7][CH2:8][CH2:9][CH2:10][CH2:11][CH2:12][CH2:13][CH2:14][NH2:15])[CH:6]=[CH:5][CH:4]=[CH:3][CH:2]=1.[Li]CCCC.C([O:23][C:24](=O)[C:25]1[CH:30]=[C:29]([C:31]2[CH:36]=[C:35]([CH3:37])[CH:34]=[C:33]([CH3:38])[CH:32]=2)[C:28]([O:39][CH2:40][CH2:41][OH:42])=[C:27]([C:43]2[CH:48]=[C:47]([CH3:49])[CH:46]=[C:45]([CH3:50])[CH:44]=2)[CH:26]=1)C.CCOC(C)=O. (6) Given the product [C:3]([C:5]1[CH:14]=[CH:13][C:8]([C:9]([O:11][CH3:12])=[O:10])=[CH:7][C:6]=1[O:15][CH3:18])#[N:4], predict the reactants needed to synthesize it. The reactants are: [H-].[Na+].[C:3]([C:5]1[CH:14]=[CH:13][C:8]([C:9]([O:11][CH3:12])=[O:10])=[CH:7][C:6]=1[OH:15])#[N:4].IC.[CH3:18]COC(C)=O.O. (7) Given the product [CH3:2][O:3][C:4]1[CH:9]=[CH:8][CH:7]=[CH:6][C:5]=1[N:10]1[CH2:15][CH2:14][N:13]([CH2:17][CH2:18][CH2:19][CH2:20][N:21]2[C:25](=[O:26])[C:24]3[C:23](=[CH:30][CH:29]=[CH:28][CH:27]=3)[C:22]2=[O:31])[CH2:12][CH2:11]1, predict the reactants needed to synthesize it. The reactants are: Cl.[CH3:2][O:3][C:4]1[CH:9]=[CH:8][CH:7]=[CH:6][C:5]=1[N:10]1[CH2:15][CH2:14][NH:13][CH2:12][CH2:11]1.Br[CH2:17][CH2:18][CH2:19][CH2:20][N:21]1[C:25](=[O:26])[C:24]2=[CH:27][CH:28]=[CH:29][CH:30]=[C:23]2[C:22]1=[O:31].C([O-])([O-])=O.[K+].[K+]. (8) Given the product [F:13][C:10]([F:11])([F:12])[C:8]1[CH:7]=[CH:6][C:3]2[C:4](=[O:14])[NH:5][S:1][C:2]=2[CH:9]=1, predict the reactants needed to synthesize it. The reactants are: [SH:1][C:2]1[CH:9]=[C:8]([C:10]([F:13])([F:12])[F:11])[CH:7]=[CH:6][C:3]=1[C:4]#[N:5].[OH:14]S(O)(=O)=O.C([O-])(O)=O.[Na+]. (9) Given the product [Cl:22][CH2:23][C:24]([NH:2][C@H:3]([CH:19]([CH3:21])[CH3:20])[C:4]([N:6]1[CH2:11][CH2:10][CH:9]([C:12]2[CH:13]=[CH:14][C:15]([Cl:18])=[CH:16][CH:17]=2)[CH2:8][CH2:7]1)=[O:5])=[O:25], predict the reactants needed to synthesize it. The reactants are: Cl.[NH2:2][C@H:3]([CH:19]([CH3:21])[CH3:20])[C:4]([N:6]1[CH2:11][CH2:10][CH:9]([C:12]2[CH:17]=[CH:16][C:15]([Cl:18])=[CH:14][CH:13]=2)[CH2:8][CH2:7]1)=[O:5].[Cl:22][CH2:23][C:24](Cl)=[O:25].